From a dataset of Forward reaction prediction with 1.9M reactions from USPTO patents (1976-2016). Predict the product of the given reaction. (1) Given the reactants C[O:2][C:3]([C:5]1[CH:14]=[C:13]([O:15][CH:16]([C:18](=[O:28])[NH:19][C:20]2[CH:25]=[CH:24][CH:23]=[C:22]([CH2:26][OH:27])[CH:21]=2)[CH3:17])[C:12]2[C:7](=[CH:8][C:9]([Cl:30])=[CH:10][C:11]=2[Cl:29])[CH:6]=1)=[O:4].[Li+].[OH-], predict the reaction product. The product is: [Cl:29][C:11]1[CH:10]=[C:9]([Cl:30])[CH:8]=[C:7]2[C:12]=1[C:13]([O:15][CH:16]([C:18](=[O:28])[NH:19][C:20]1[CH:25]=[CH:24][CH:23]=[C:22]([CH2:26][OH:27])[CH:21]=1)[CH3:17])=[CH:14][C:5]([C:3]([OH:4])=[O:2])=[CH:6]2. (2) Given the reactants [C:1](/[C:3](=[N:9]\O)/[C:4]([O:6][CH2:7][CH3:8])=[O:5])#[N:2].C(=O)(O)[O-].[Na+].S(S([O-])=O)([O-])=O.[Na+].[Na+], predict the reaction product. The product is: [NH2:9][CH:3]([C:1]#[N:2])[C:4]([O:6][CH2:7][CH3:8])=[O:5]. (3) Given the reactants C[Si]([N-][Si](C)(C)C)(C)C.[Na+].[O:11]=[C:12]1[CH2:17][CH2:16][CH:15]([NH:18][C:19](=[O:28])[O:20][CH2:21][C:22]2[CH:27]=[CH:26][CH:25]=[CH:24][CH:23]=2)[CH2:14][CH2:13]1.[F:29][C:30]([F:49])([F:48])[S:31](N(C1C=CC=CC=1)[S:31]([C:30]([F:49])([F:48])[F:29])(=[O:33])=[O:32])(=[O:33])=[O:32], predict the reaction product. The product is: [F:29][C:30]([F:49])([F:48])[S:31]([O:11][C:12]1[CH2:17][CH2:16][CH:15]([NH:18][C:19]([O:20][CH2:21][C:22]2[CH:23]=[CH:24][CH:25]=[CH:26][CH:27]=2)=[O:28])[CH2:14][CH:13]=1)(=[O:33])=[O:32]. (4) The product is: [Cl:1][C:2]1[CH:3]=[C:4]([N:24]2[CH2:29][CH2:28][O:27][CH2:26][CH2:25]2)[C:5]2[N:6]([C:8]([C:31]3[CH:36]=[CH:35][C:34]([CH2:37][C:38]([O:40][CH3:41])=[O:39])=[CH:33][CH:32]=3)=[C:9]([C@@H:11]3[CH2:13][C@@H:12]3[C:14]3[CH:23]=[CH:22][C:21]4[C:16](=[CH:17][CH:18]=[CH:19][CH:20]=4)[N:15]=3)[N:10]=2)[N:7]=1. Given the reactants [Cl:1][C:2]1[CH:3]=[C:4]([N:24]2[CH2:29][CH2:28][O:27][CH2:26][CH2:25]2)[C:5]2[N:6]([CH:8]=[C:9]([C@@H:11]3[CH2:13][C@@H:12]3[C:14]3[CH:23]=[CH:22][C:21]4[C:16](=[CH:17][CH:18]=[CH:19][CH:20]=4)[N:15]=3)[N:10]=2)[N:7]=1.Br[C:31]1[CH:36]=[CH:35][C:34]([CH2:37][C:38]([O:40][CH3:41])=[O:39])=[CH:33][CH:32]=1, predict the reaction product. (5) Given the reactants I([O-])(=O)(=O)=O.[Na+].[CH3:7][C:8]1[CH:13]=[C:12]([B:14]2[O:18]C(C)(C)C(C)(C)[O:15]2)[CH:11]=[CH:10][C:9]=1[OH:23].C([O-])(=O)C.[NH4+], predict the reaction product. The product is: [OH:23][C:9]1[CH:10]=[CH:11][C:12]([B:14]([OH:18])[OH:15])=[CH:13][C:8]=1[CH3:7]. (6) Given the reactants [CH2:1]1[C:13]2[NH:12][C:11]3[CH2:10][CH2:9][CH2:8][CH2:7][C:6]=3[C:5]=2[C:4](=[O:14])[CH2:3][CH2:2]1.[OH-].[K+], predict the reaction product. The product is: [OH:14][C:4]1[C:5]2[C:6]3[C:11](=[CH:10][CH:9]=[CH:8][CH:7]=3)[NH:12][C:13]=2[CH:1]=[CH:2][CH:3]=1. (7) Given the reactants Cl.[NH2:2][C:3]([CH2:10][F:11])([CH2:8][F:9])[C:4]([O:6]C)=[O:5].[C:12](O[C:12]([O:14][C:15]([CH3:18])([CH3:17])[CH3:16])=[O:13])([O:14][C:15]([CH3:18])([CH3:17])[CH3:16])=[O:13], predict the reaction product. The product is: [C:15]([O:14][C:12]([NH:2][C:3]([CH2:10][F:11])([CH2:8][F:9])[C:4]([OH:6])=[O:5])=[O:13])([CH3:18])([CH3:17])[CH3:16]. (8) Given the reactants [CH2:1]([O:3][C:4]([C:6]1[CH:7]=[CH:8][C:9]([O:15][CH2:16][CH2:17][CH2:18][C:19]2[CH:24]=[CH:23][C:22]([O:25][CH2:26][CH2:27][CH2:28][CH2:29][O:30][C:31]3[CH:36]=[CH:35][CH:34]=[CH:33][CH:32]=3)=[CH:21][CH:20]=2)=[C:10]([CH:14]=1)[C:11](O)=[O:12])=[O:5])[CH3:2].[NH:37]1[CH2:40][CH:39]([C:41]([O:43][CH3:44])=[O:42])[CH2:38]1, predict the reaction product. The product is: [CH2:1]([O:3][C:4]([C:6]1[CH:7]=[CH:8][C:9]([O:15][CH2:16][CH2:17][CH2:18][C:19]2[CH:20]=[CH:21][C:22]([O:25][CH2:26][CH2:27][CH2:28][CH2:29][O:30][C:31]3[CH:32]=[CH:33][CH:34]=[CH:35][CH:36]=3)=[CH:23][CH:24]=2)=[C:10]([CH:14]=1)[C:11]([N:37]1[CH2:40][CH:39]([C:41]([O:43][CH3:44])=[O:42])[CH2:38]1)=[O:12])=[O:5])[CH3:2]. (9) The product is: [CH:36]([C:28]1[CH:29]=[CH:30][CH:31]=[C:32]([CH:33]([CH3:35])[CH3:34])[C:27]=1[N:24]1[C:25](=[O:26])[C:9]2[C:10]3[C:21]4[C:6](=[CH:7][CH:8]=2)[C:5]2[C:20]5[C:19]([C:2]([C:48]#[C:47][CH2:46][CH2:45][CH2:44][CH2:43][O:42][C:39](=[O:41])[CH3:40])=[CH:3][CH:4]=2)=[CH:18][CH:17]=[CH:16][C:15]=5[C:14]=4[CH:13]=[CH:12][C:11]=3[C:22]1=[O:23])([CH3:38])[CH3:37]. Given the reactants Br[C:2]1[C:19]2[C:20]3[C:5]([C:6]4[C:21]5[C:10]6=[C:11]([C:22]([N:24]([C:27]7[C:32]([CH:33]([CH3:35])[CH3:34])=[CH:31][CH:30]=[CH:29][C:28]=7[CH:36]([CH3:38])[CH3:37])[C:25](=[O:26])[C:9]6=[CH:8][CH:7]=4)=[O:23])[CH:12]=[CH:13][C:14]=5[C:15]=3[CH:16]=[CH:17][CH:18]=2)=[CH:4][CH:3]=1.[C:39]([O:42][CH2:43][CH2:44][CH2:45][CH2:46][C:47]#[CH:48])(=[O:41])[CH3:40].Cl, predict the reaction product.